Dataset: Catalyst prediction with 721,799 reactions and 888 catalyst types from USPTO. Task: Predict which catalyst facilitates the given reaction. (1) Reactant: [CH3:1][O:2][C:3](=[O:13])[C:4]1[CH:9]=[CH:8][C:7]([CH2:10][OH:11])=[CH:6][C:5]=1[NH2:12].[C:14](Cl)(=[O:16])[CH3:15]. Product: [CH3:1][O:2][C:3](=[O:13])[C:4]1[CH:9]=[CH:8][C:7]([CH2:10][OH:11])=[CH:6][C:5]=1[NH:12][C:14](=[O:16])[CH3:15]. The catalyst class is: 12. (2) Product: [CH2:8]([O:7][CH:6]=[CH:5][CH:4]([O:3][CH2:1][CH3:2])[O:11][CH2:12][CH3:13])[CH3:9]. Reactant: [CH2:1]([O:3][CH:4]([O:11][CH2:12][CH3:13])[CH:5](Br)[CH2:6][O:7][CH2:8][CH3:9])[CH3:2].CCO.Cl.CCO.C1(C)C=CC(S(O)(=O)=O)=CC=1.[OH-].[K+]. The catalyst class is: 8. (3) Reactant: [CH2:1]([O:3][C:4]1[C:9]([C:10]#[N:11])=[CH:8][C:7]([C:12]2[O:16][N:15]=[C:14]([C:17]3[CH:27]=[CH:26][C:20]4[CH2:21][CH2:22][NH:23][CH2:24][CH2:25][C:19]=4[CH:18]=3)[N:13]=2)=[CH:6][N:5]=1)[CH3:2].[CH3:28][C:29]1([CH3:36])[O:34][CH2:33][C:32](=O)[CH2:31][O:30]1.C(O[BH-](OC(=O)C)OC(=O)C)(=O)C.[Na+]. Product: [CH3:28][C:29]1([CH3:36])[O:34][CH2:33][CH:32]([N:23]2[CH2:22][CH2:21][C:20]3[CH:26]=[CH:27][C:17]([C:14]4[N:13]=[C:12]([C:7]5[CH:8]=[C:9]([C:10]#[N:11])[C:4]([O:3][CH2:1][CH3:2])=[N:5][CH:6]=5)[O:16][N:15]=4)=[CH:18][C:19]=3[CH2:25][CH2:24]2)[CH2:31][O:30]1. The catalyst class is: 2. (4) Reactant: C1(P(C2CCCCC2)C2C=CC=CC=2C2C(C(C)C)=CC(C(C)C)=CC=2C(C)C)CCCCC1.[O:35]1[CH2:40][CH2:39][N:38]([C:41]2[C:46]([NH2:47])=[CH:45][C:44]([N:48]3[CH2:53][CH2:52][O:51][CH2:50][CH2:49]3)=[CH:43][N:42]=2)[CH2:37][CH2:36]1.Cl[C:55]1[C:64]2[C:59](=[CH:60][C:61]([F:66])=[CH:62][C:63]=2[F:65])[N:58]=[C:57]([C:67]2[CH:72]=[C:71]([CH3:73])[CH:70]=[CH:69][N:68]=2)[C:56]=1[CH3:74].CC(C)([O-])C.[Na+]. Product: [N:38]1([C:41]2[C:46]([NH:47][C:55]3[C:64]4[C:59](=[CH:60][C:61]([F:66])=[CH:62][C:63]=4[F:65])[N:58]=[C:57]([C:67]4[CH:72]=[C:71]([CH3:73])[CH:70]=[CH:69][N:68]=4)[C:56]=3[CH3:74])=[CH:45][C:44]([N:48]3[CH2:49][CH2:50][O:51][CH2:52][CH2:53]3)=[CH:43][N:42]=2)[CH2:39][CH2:40][O:35][CH2:36][CH2:37]1. The catalyst class is: 882. (5) Reactant: [OH-].[Na+].C[O:4][C:5](=[O:53])[CH2:6][O:7][C:8]1[CH:13]=[CH:12][C:11]([CH2:14][N:15]([CH2:26][C:27]2[N:28]=[C:29]([C:32]3[CH:37]=[CH:36][C:35]([C:38]([NH:40][CH2:41][C:42]4[CH:47]=[CH:46][C:45]([CH2:48][CH2:49][CH2:50][CH2:51][CH3:52])=[CH:44][CH:43]=4)=[O:39])=[CH:34][CH:33]=3)[S:30][CH:31]=2)[C:16](=[O:25])/[CH:17]=[CH:18]/[C:19]2[CH:24]=[CH:23][CH:22]=[CH:21][CH:20]=2)=[CH:10][CH:9]=1.Cl. Product: [CH2:48]([C:45]1[CH:44]=[CH:43][C:42]([CH2:41][NH:40][C:38]([C:35]2[CH:34]=[CH:33][C:32]([C:29]3[S:30][CH:31]=[C:27]([CH2:26][N:15]([CH2:14][C:11]4[CH:12]=[CH:13][C:8]([O:7][CH2:6][C:5]([OH:53])=[O:4])=[CH:9][CH:10]=4)[C:16](=[O:25])/[CH:17]=[CH:18]/[C:19]4[CH:24]=[CH:23][CH:22]=[CH:21][CH:20]=4)[N:28]=3)=[CH:37][CH:36]=2)=[O:39])=[CH:47][CH:46]=1)[CH2:49][CH2:50][CH2:51][CH3:52]. The catalyst class is: 5. (6) Reactant: [Br:1][C:2]1[C:3]([CH3:13])=[N:4][N:5]([CH3:12])[C:6]=1[C:7]([O:9]CC)=[O:8].[OH-].[Na+]. The catalyst class is: 5. Product: [Br:1][C:2]1[C:3]([CH3:13])=[N:4][N:5]([CH3:12])[C:6]=1[C:7]([OH:9])=[O:8]. (7) Reactant: Br[C:2]1[CH:11]=[CH:10][C:5]([C:6]([NH:8][CH3:9])=[O:7])=[C:4]([F:12])[CH:3]=1.[C:13]([N:15]1[C:23]2[CH:22]=[CH:21][C:20]([CH3:24])=[CH:19][C:18]=2[CH:17]2[CH2:25][N:26]([CH3:29])[CH2:27][CH2:28][CH:16]12)#[CH:14].CCCC[N+](CCCC)(CCCC)CCCC.[F-]. Product: [CH3:29][N:26]1[CH2:27][CH2:28][C:16]2[N:15]([C:13]#[C:14][C:2]3[CH:11]=[CH:10][C:5]([C:6]([NH:8][CH3:9])=[O:7])=[C:4]([F:12])[CH:3]=3)[C:23]3[CH:22]=[CH:21][C:20]([CH3:24])=[CH:19][C:18]=3[C:17]=2[CH2:25]1. The catalyst class is: 189.